From a dataset of Catalyst prediction with 721,799 reactions and 888 catalyst types from USPTO. Predict which catalyst facilitates the given reaction. (1) Reactant: [Cl:1][C:2]1[CH:3]=[C:4]2[C:8](=[C:9]([NH:11][CH:12]3[CH2:16][CH2:15][CH2:14][CH2:13]3)[CH:10]=1)[NH:7][C:6]([C:17]1[S:18][CH2:19][C@@H:20]([CH2:22][CH2:23]O)[N:21]=1)=[CH:5]2.II.N1C=CN=C1.[NH:32]1[CH:36]=[CH:35][CH:34]=[N:33]1.[H-].[Na+]. Product: [Cl:1][C:2]1[CH:3]=[C:4]2[C:8](=[C:9]([NH:11][CH:12]3[CH2:16][CH2:15][CH2:14][CH2:13]3)[CH:10]=1)[NH:7][C:6]([C:17]1[S:18][CH2:19][C@@H:20]([CH2:22][CH2:23][N:32]3[CH:36]=[CH:35][CH:34]=[N:33]3)[N:21]=1)=[CH:5]2. The catalyst class is: 7. (2) Reactant: [C:1]([N:8]1[CH2:12][CH2:11][CH:10]([OH:13])[CH2:9]1)([O:3][C:4]([CH3:7])([CH3:6])[CH3:5])=[O:2].[F:14][C:15]([F:24])([F:23])[C:16]1[CH:21]=[CH:20][C:19](O)=[CH:18][CH:17]=1.C1(P(C2C=CC=CC=2)C2C=CC=CC=2)C=CC=CC=1.N(C(OC(C)C)=O)=NC(OC(C)C)=O. Product: [F:14][C:15]([F:24])([F:23])[C:16]1[CH:21]=[CH:20][C:19]([O:13][CH:10]2[CH2:11][CH2:12][N:8]([C:1]([O:3][C:4]([CH3:7])([CH3:6])[CH3:5])=[O:2])[CH2:9]2)=[CH:18][CH:17]=1. The catalyst class is: 7.